Dataset: Reaction yield outcomes from USPTO patents with 853,638 reactions. Task: Predict the reaction yield, written as a fraction of the theoretical maximum amount of product (1.0 means a 100% yield; for example, 0.34 means a 34% yield). (1) The reactants are [C:1]1(C2C=CC=CC=2)[CH:6]=[CH:5][C:4]([CH2:7][N:8]([CH2:16][CH2:17][CH2:18][N:19]([CH2:29][C:30]2[CH:35]=[CH:34][C:33](C3C=CC=CC=3)=[CH:32][CH:31]=2)[C:20]([O:22][CH2:23][C:24]2[S:28][CH:27]=[N:26][CH:25]=2)=[O:21])C(=O)OC(C)(C)C)=[CH:3][CH:2]=1.[CH3:48][C:49]1[S:53][C:52]([CH:54]=O)=[CH:51][CH:50]=1.CC(O)=O. No catalyst specified. The product is [CH2:29]([N:19]([CH2:18][CH2:17][CH2:16][N:8]([CH2:7][C:4]1[CH:3]=[CH:2][CH:1]=[CH:6][CH:5]=1)[CH2:54][C:52]1[S:53][C:49]([CH3:48])=[CH:50][CH:51]=1)[C:20](=[O:21])[O:22][CH2:23][C:24]1[S:28][CH:27]=[N:26][CH:25]=1)[C:30]1[CH:35]=[CH:34][CH:33]=[CH:32][CH:31]=1. The yield is 0.160. (2) The reactants are [CH2:1]([OH:7])[CH2:2]/[CH:3]=[CH:4]/[CH2:5][CH3:6].[S:8](Cl)([C:11]1[CH:17]=[CH:16][C:14]([CH3:15])=[CH:13][CH:12]=1)(=[O:10])=[O:9].CCN(CC)CC. The catalyst is CN(C1C=CN=CC=1)C. The product is [CH3:15][C:14]1[CH:16]=[CH:17][C:11]([S:8]([O:7][CH2:1][CH2:2]/[CH:3]=[CH:4]\[CH2:5][CH3:6])(=[O:10])=[O:9])=[CH:12][CH:13]=1. The yield is 0.990. (3) The reactants are [Na].CO.CN(C)[CH:6]=[O:7].[Br:9][C:10]1[CH:11]=[N:12][CH:13]=[C:14](Br)[CH:15]=1. The catalyst is O. The product is [Br:9][C:10]1[CH:11]=[N:12][CH:13]=[C:14]([O:7][CH3:6])[CH:15]=1. The yield is 0.570. (4) The reactants are N1C=CN=C1.[CH2:6]([OH:12])[CH2:7][CH2:8][CH2:9][CH2:10][OH:11].[C:13]([Si:17](Cl)([C:24]1[CH:29]=[CH:28][CH:27]=[CH:26][CH:25]=1)[C:18]1[CH:23]=[CH:22][CH:21]=[CH:20][CH:19]=1)([CH3:16])([CH3:15])[CH3:14]. The catalyst is ClCCl. The product is [Si:17]([O:11][CH2:10][CH2:9][CH2:8][CH2:7][CH2:6][OH:12])([C:13]([CH3:16])([CH3:15])[CH3:14])([C:24]1[CH:25]=[CH:26][CH:27]=[CH:28][CH:29]=1)[C:18]1[CH:23]=[CH:22][CH:21]=[CH:20][CH:19]=1. The yield is 0.460. (5) The reactants are C(OC([N:8]1[CH2:11][CH:10]([N:12]2[CH2:16][CH2:15][CH2:14][C:13]2=[O:17])[CH2:9]1)=O)(C)(C)C.C(O)(C(F)(F)F)=O. The catalyst is C(Cl)Cl. The product is [NH:8]1[CH2:11][CH:10]([N:12]2[CH2:16][CH2:15][CH2:14][C:13]2=[O:17])[CH2:9]1. The yield is 0.930. (6) The reactants are C[N:2](C)[C:3](=[N:5][C:6](=O)[C:7]1[CH:12]=[C:11]([CH2:13][CH3:14])[C:10]([O:15][CH3:16])=[N:9][C:8]=1[CH3:17])[CH3:4].[CH3:20][NH:21]N. The catalyst is C(O)(=O)C. The product is [CH3:20][N:21]1[C:6]([C:7]2[C:8]([CH3:17])=[N:9][C:10]([O:15][CH3:16])=[C:11]([CH2:13][CH3:14])[CH:12]=2)=[N:5][C:3]([CH3:4])=[N:2]1. The yield is 0.570. (7) The reactants are [CH2:1]([CH:3]([C:6]1[C:11]2[N:12]([CH3:16])[C:13](=O)[NH:14][C:10]=2[C:9]([C:17]2[O:18][CH:19]=[CH:20][CH:21]=2)=[CH:8][CH:7]=1)[CH2:4][CH3:5])[CH3:2].P(Cl)(Cl)([Cl:24])=O. No catalyst specified. The product is [Cl:24][C:13]1[N:12]([CH3:16])[C:11]2[C:6]([CH:3]([CH2:4][CH3:5])[CH2:1][CH3:2])=[CH:7][CH:8]=[C:9]([C:17]3[O:18][CH:19]=[CH:20][CH:21]=3)[C:10]=2[N:14]=1. The yield is 0.520.